Dataset: Catalyst prediction with 721,799 reactions and 888 catalyst types from USPTO. Task: Predict which catalyst facilitates the given reaction. (1) Reactant: Cl[C:2]1[CH:7]=[C:6]([Cl:8])[CH:5]=[C:4]([Cl:9])[N:3]=1.Cl.[NH2:11][C@@H:12]([CH3:17])[C:13]([O:15][CH3:16])=[O:14].CCN(C(C)C)C(C)C. Product: [Cl:8][C:6]1[CH:5]=[C:4]([Cl:9])[N:3]=[C:2]([NH:11][C@@H:12]([CH3:17])[C:13]([O:15][CH3:16])=[O:14])[CH:7]=1. The catalyst class is: 10. (2) Reactant: [H-].[Al+3].[Li+].[H-].[H-].[H-].C(O[C:12](=O)[NH:13][CH:14]1[CH:21]2[CH2:22][CH:17]3[CH2:18][C:19]([OH:24])([CH2:23][CH:15]1[CH2:16]3)[CH2:20]2)(C)(C)C. Product: [CH3:12][NH:13][CH:14]1[CH:21]2[CH2:22][CH:17]3[CH2:18][C:19]([OH:24])([CH2:23][CH:15]1[CH2:16]3)[CH2:20]2. The catalyst class is: 1.